From a dataset of Forward reaction prediction with 1.9M reactions from USPTO patents (1976-2016). Predict the product of the given reaction. (1) Given the reactants [F:1][C:2]1[CH:3]=[C:4]([OH:10])[CH:5]=[CH:6][C:7]=1[O:8][CH3:9].Cl[C:12]1[N:13]=[C:14]([OH:22])[C:15]2[CH:21]=[CH:20][N:19]=[CH:18][C:16]=2[N:17]=1, predict the reaction product. The product is: [F:1][C:2]1[CH:3]=[C:4]([CH:5]=[CH:6][C:7]=1[O:8][CH3:9])[O:10][C:12]1[N:13]=[C:14]([OH:22])[C:15]2[CH:21]=[CH:20][N:19]=[CH:18][C:16]=2[N:17]=1. (2) Given the reactants [CH:1]([NH:4][NH2:5])([CH3:3])[CH3:2].[C:6](OCC)(=O)[CH2:7][C:8](C)=[O:9].[C:15](O)(=O)C, predict the reaction product. The product is: [CH:1]([N:4]1[C:8](=[O:9])[CH2:7][CH2:6][N:5]1[CH3:15])([CH3:3])[CH3:2]. (3) The product is: [N:7]1[CH:8]=[CH:9][C:10]([C:12]([OH:14])=[O:13])=[CH:11][CH:6]=1. Given the reactants COCCO[C:6]1[CH:11]=[C:10]([C:12]([O:14]C)=[O:13])[CH:9]=[CH:8][N:7]=1.[OH-].[Na+], predict the reaction product. (4) Given the reactants O=P(Cl)(Cl)[Cl:3].[C:6]1([C:12]2[CH:13]=[C:14]3[C:19](=[N:20][C:21]=2[C:22]2[CH:27]=[CH:26][CH:25]=[CH:24][CH:23]=2)[N+:18]([O-])=[CH:17][CH:16]=[CH:15]3)[CH:11]=[CH:10][CH:9]=[CH:8][CH:7]=1.[C:29]1([C:35]2[C:44]([C:45]3[CH:50]=[CH:49][CH:48]=[CH:47][CH:46]=3)=[CH:43][C:42]3[C:37](=[N:38][CH:39]=[CH:40][CH:41]=3)[N+:36]=2[O-])[CH:34]=[CH:33][CH:32]=[CH:31][CH:30]=1.C([O-])([O-])=O.[Na+].[Na+], predict the reaction product. The product is: [Cl:3][C:17]1[N:18]=[C:19]2[C:14]([CH:13]=[C:12]([C:6]3[CH:11]=[CH:10][CH:9]=[CH:8][CH:7]=3)[C:21]([C:22]3[CH:27]=[CH:26][CH:25]=[CH:24][CH:23]=3)=[N:20]2)=[CH:15][CH:16]=1.[Cl:3][C:41]1[CH:40]=[CH:39][N:38]=[C:37]2[C:42]=1[CH:43]=[C:44]([C:45]1[CH:50]=[CH:49][CH:48]=[CH:47][CH:46]=1)[C:35]([C:29]1[CH:34]=[CH:33][CH:32]=[CH:31][CH:30]=1)=[N:36]2. (5) Given the reactants S(Cl)(Cl)=O.[O:5]=[C:6]([CH2:10][C:11]1([C:15]2[CH:20]=[CH:19][CH:18]=[CH:17][C:16]=2[C:21]([F:24])([F:23])[F:22])[CH2:14][CH2:13][CH2:12]1)[C:7]([OH:9])=O.[O:25]1[C:29]([C:30]2[CH:35]=[CH:34][C:33]([NH2:36])=[CH:32][CH:31]=2)=[CH:28][N:27]=[CH:26]1.C(=O)([O-])[O-].[K+].[K+], predict the reaction product. The product is: [O:25]1[C:29]([C:30]2[CH:31]=[CH:32][C:33]([NH:36][C:7](=[O:9])[C:6](=[O:5])[CH2:10][C:11]3([C:15]4[CH:20]=[CH:19][CH:18]=[CH:17][C:16]=4[C:21]([F:22])([F:23])[F:24])[CH2:14][CH2:13][CH2:12]3)=[CH:34][CH:35]=2)=[CH:28][N:27]=[CH:26]1. (6) Given the reactants [Si:1]([O:8][C:9]1[C:17]2[N:16]=[C:15]([CH:18]([F:20])[F:19])[N:14]([C:21]3[N:26]=[C:25](Cl)[N:24]=[C:23]([N:28]4[CH2:33][CH2:32][O:31][CH2:30][CH2:29]4)[N:22]=3)[C:13]=2[CH:12]=[CH:11][CH:10]=1)([C:4]([CH3:7])([CH3:6])[CH3:5])([CH3:3])[CH3:2].[N:34]1([C:40]([O:42][C:43]([CH3:46])([CH3:45])[CH3:44])=[O:41])[CH2:39][CH2:38][NH:37][CH2:36][CH2:35]1, predict the reaction product. The product is: [Si:1]([O:8][C:9]1[C:17]2[N:16]=[C:15]([CH:18]([F:20])[F:19])[N:14]([C:21]3[N:22]=[C:23]([N:28]4[CH2:33][CH2:32][O:31][CH2:30][CH2:29]4)[N:24]=[C:25]([N:37]4[CH2:36][CH2:35][N:34]([C:40]([O:42][C:43]([CH3:46])([CH3:45])[CH3:44])=[O:41])[CH2:39][CH2:38]4)[N:26]=3)[C:13]=2[CH:12]=[CH:11][CH:10]=1)([C:4]([CH3:7])([CH3:6])[CH3:5])([CH3:3])[CH3:2]. (7) Given the reactants [F:1][C:2]1[CH:7]=[CH:6][C:5]([N:8]2[C:13](=[O:14])[C:12]([C:15]([OH:17])=O)=[N:11][N:10]([CH:18]([CH3:20])[CH3:19])[C:9]2=[O:21])=[CH:4][CH:3]=1.[CH3:22][O:23][C:24]1[CH:25]=[C:26]2[C:31](=[CH:32][C:33]=1[O:34][CH3:35])[N:30]=[CH:29][CH:28]=[C:27]2[O:36][C:37]1[CH:42]=[CH:41][C:40]([NH2:43])=[CH:39][C:38]=1[F:44].F[P-](F)(F)(F)(F)F.C[N+](C)=C(N(C)C)ON1C2N=CC=CC=2N=N1.C(N(CC)C(C)C)(C)C, predict the reaction product. The product is: [CH3:22][O:23][C:24]1[CH:25]=[C:26]2[C:31](=[CH:32][C:33]=1[O:34][CH3:35])[N:30]=[CH:29][CH:28]=[C:27]2[O:36][C:37]1[CH:42]=[CH:41][C:40]([NH:43][C:15]([C:12]2[C:13](=[O:14])[N:8]([C:5]3[CH:4]=[CH:3][C:2]([F:1])=[CH:7][CH:6]=3)[C:9](=[O:21])[N:10]([CH:18]([CH3:20])[CH3:19])[N:11]=2)=[O:17])=[CH:39][C:38]=1[F:44]. (8) The product is: [CH2:35]([O:42][C:24](=[O:25])[NH:1][C:2]1[C:11]([Br:12])=[C:10]2[C:5]([C:6](=[O:23])[C:7]([C:16]3[CH:17]=[CH:18][C:19]([Cl:22])=[CH:20][CH:21]=3)=[C:8]([CH:13]([CH3:14])[CH3:15])[O:9]2)=[CH:4][CH:3]=1)[C:36]1[CH:41]=[CH:40][CH:39]=[CH:38][CH:37]=1. Given the reactants [NH2:1][C:2]1[C:11]([Br:12])=[C:10]2[C:5]([C:6](=[O:23])[C:7]([C:16]3[CH:21]=[CH:20][C:19]([Cl:22])=[CH:18][CH:17]=3)=[C:8]([CH:13]([CH3:15])[CH3:14])[O:9]2)=[CH:4][CH:3]=1.[C:24](Cl)(Cl)=[O:25].C(N(CC)CC)C.[CH2:35]([OH:42])[C:36]1[CH:41]=[CH:40][CH:39]=[CH:38][CH:37]=1, predict the reaction product. (9) Given the reactants [C:1]([C:5]1[CH:10]=[CH:9][CH:8]=[C:7]([C:11]([CH3:14])([CH3:13])[CH3:12])[C:6]=1[OH:15])([CH3:4])([CH3:3])[CH3:2].[C:16](O[C:16]([O:18][C:19]([CH3:22])([CH3:21])[CH3:20])=[O:17])([O:18][C:19]([CH3:22])([CH3:21])[CH3:20])=[O:17].CCN(CC)CC, predict the reaction product. The product is: [C:16](=[O:17])([O:15][C:6]1[C:5]([C:1]([CH3:4])([CH3:3])[CH3:2])=[CH:10][CH:9]=[CH:8][C:7]=1[C:11]([CH3:14])([CH3:13])[CH3:12])[O:18][C:19]([CH3:22])([CH3:21])[CH3:20]. (10) The product is: [OH:1][C@@:2]1([C:9]#[C:10][C:11]2[CH:12]=[C:13]([N:17]3[C:21]4=[N:22][N:23]=[CH:24][CH:25]=[C:20]4[C:19]([C:26]([NH2:30])=[O:28])=[N:18]3)[CH:14]=[CH:15][CH:16]=2)[CH2:6][CH2:5][N:4]([CH3:7])[C:3]1=[O:8]. Given the reactants [OH:1][C@@:2]1([C:9]#[C:10][C:11]2[CH:12]=[C:13]([N:17]3[C:21]4=[N:22][N:23]=[CH:24][CH:25]=[C:20]4[C:19]([C:26]([O:28]C)=O)=[N:18]3)[CH:14]=[CH:15][CH:16]=2)[CH2:6][CH2:5][N:4]([CH3:7])[C:3]1=[O:8].[NH3:30], predict the reaction product.